This data is from Reaction yield outcomes from USPTO patents with 853,638 reactions. The task is: Predict the reaction yield, written as a fraction of the theoretical maximum amount of product (1.0 means a 100% yield; for example, 0.34 means a 34% yield). (1) The reactants are [CH3:1][O:2][C:3](=[O:23])[C@H:4]([NH:15]C(OC(C)(C)C)=O)[CH2:5][C:6]1[C:14]2[C:9](=[CH:10][CH:11]=[CH:12][CH:13]=2)[NH:8][CH:7]=1.FC(F)(F)C(O)=O. No catalyst specified. The product is [CH3:1][O:2][C:3](=[O:23])[C@H:4]([NH2:15])[CH2:5][C:6]1[C:14]2[C:9](=[CH:10][CH:11]=[CH:12][CH:13]=2)[NH:8][CH:7]=1. The yield is 1.00. (2) The reactants are [CH2:1]([N:5]([CH2:26][CH2:27][CH2:28][CH3:29])[C:6]1[CH:11]=[CH:10][C:9]([CH:12]=[CH:13][C:14]2[C:21]([CH3:22])=[CH:20][C:17]([CH:18]=O)=[C:16]([CH3:23])[CH:15]=2)=[C:8]([O:24][CH3:25])[CH:7]=1)[CH2:2][CH2:3][CH3:4].[C:30]([C:32]1[C:33](=[C:40]([C:43]#[N:44])[C:41]#[N:42])[O:34][C:35]([CH3:39])([CH3:38])[C:36]=1[CH3:37])#[N:31].C([O-])(=O)C.[NH4+]. The catalyst is C(O)C.O1CCCC1. The product is [CH2:26]([N:5]([CH2:1][CH2:2][CH2:3][CH3:4])[C:6]1[CH:11]=[CH:10][C:9]([CH:12]=[CH:13][C:14]2[C:21]([CH3:22])=[CH:20][C:17]([CH:18]=[CH:37][C:36]3[C:35]([CH3:38])([CH3:39])[O:34][C:33](=[C:40]([C:41]#[N:42])[C:43]#[N:44])[C:32]=3[C:30]#[N:31])=[C:16]([CH3:23])[CH:15]=2)=[C:8]([O:24][CH3:25])[CH:7]=1)[CH2:27][CH2:28][CH3:29]. The yield is 0.562.